Dataset: Forward reaction prediction with 1.9M reactions from USPTO patents (1976-2016). Task: Predict the product of the given reaction. (1) Given the reactants COC1C=CC(C(NC2COCC(C3C=CC=C(Br)C=3)(C)N=2)(C2C=CC(OC)=CC=2)C2C=CC=CC=2)=CC=1.C(=[N:52][C:53]1[CH:54]=[C:55]([C:59]2([CH3:89])[CH2:64][O:63][CH2:62][C:61]([NH:65][C:66]([C:81]3[CH:86]=[CH:85][C:84]([O:87][CH3:88])=[CH:83][CH:82]=3)([C:73]3[CH:78]=[CH:77][C:76]([O:79][CH3:80])=[CH:75][CH:74]=3)[C:67]3[CH:72]=[CH:71][CH:70]=[CH:69][CH:68]=3)=[N:60]2)[CH:56]=[CH:57][CH:58]=1)(C1C=CC=CC=1)C1C=CC=CC=1, predict the reaction product. The product is: [NH2:52][C:53]1[CH:54]=[C:55]([C:59]2([CH3:89])[CH2:64][O:63][CH2:62][C:61]([NH:65][C:66]([C:73]3[CH:74]=[CH:75][C:76]([O:79][CH3:80])=[CH:77][CH:78]=3)([C:81]3[CH:86]=[CH:85][C:84]([O:87][CH3:88])=[CH:83][CH:82]=3)[C:67]3[CH:68]=[CH:69][CH:70]=[CH:71][CH:72]=3)=[N:60]2)[CH:56]=[CH:57][CH:58]=1. (2) The product is: [CH3:1][O:2][C:3]([C:5]1[CH:13]=[C:12]2[C:8]([CH:9]=[CH:10][N:11]2[CH2:21][C:20]2[CH:23]=[CH:24][C:17]([N+:14]([O-:16])=[O:15])=[CH:18][CH:19]=2)=[CH:7][CH:6]=1)=[O:4]. Given the reactants [CH3:1][O:2][C:3]([C:5]1[CH:13]=[C:12]2[C:8]([CH:9]=[CH:10][NH:11]2)=[CH:7][CH:6]=1)=[O:4].[N+:14]([C:17]1[CH:24]=[CH:23][C:20]([CH2:21]Br)=[CH:19][CH:18]=1)([O-:16])=[O:15], predict the reaction product. (3) Given the reactants [C:1]([C:3]1[CH:8]=[CH:7][CH:6]=[CH:5][N:4]=1)#[CH:2].I[C:10]1[CH:16]=[CH:15][C:13]([NH2:14])=[CH:12][CH:11]=1.C(N(CC)CC)C, predict the reaction product. The product is: [N:4]1[CH:5]=[CH:6][CH:7]=[CH:8][C:3]=1[C:1]#[C:2][C:10]1[CH:16]=[CH:15][C:13]([NH2:14])=[CH:12][CH:11]=1. (4) The product is: [Cl:21][C:11]1[C:12]([O:19][CH3:20])=[CH:13][C:14]([O:17][CH3:18])=[C:15]([Cl:16])[C:10]=1[CH2:9][O:8][C:5]1[CH:4]=[N:3][C:2]([NH:27][C:26]2[CH:28]=[CH:29][C:30]([CH:31]3[CH2:32][CH2:33][N:34]([CH3:37])[CH2:35][CH2:36]3)=[C:24]([O:23][CH3:22])[CH:25]=2)=[N:7][CH:6]=1. Given the reactants Cl[C:2]1[N:7]=[CH:6][C:5]([O:8][CH2:9][C:10]2[C:15]([Cl:16])=[C:14]([O:17][CH3:18])[CH:13]=[C:12]([O:19][CH3:20])[C:11]=2[Cl:21])=[CH:4][N:3]=1.[CH3:22][O:23][C:24]1[CH:25]=[C:26]([CH:28]=[CH:29][C:30]=1[CH:31]1[CH2:36][CH2:35][N:34]([CH3:37])[CH2:33][CH2:32]1)[NH2:27].C1(P(C2CCCCC2)C2C=CC=CC=2C2C(C(C)C)=CC(C(C)C)=CC=2C(C)C)CCCCC1.C(=O)([O-])[O-].[K+].[K+], predict the reaction product. (5) Given the reactants Br[C:2]1[C:3](=[O:10])[N:4]([CH3:9])[N:5]=[C:6]([Cl:8])[CH:7]=1.[NH2:11][C:12]1[N:17]=[CH:16][C:15]([CH:18]2[CH2:23][CH2:22][N:21]([C:24]([O:26][C:27]([CH3:30])([CH3:29])[CH3:28])=[O:25])[CH2:20][CH2:19]2)=[CH:14][CH:13]=1.C1(P(C2C=CC=CC=2)C2C3OC4C(=CC=CC=4P(C4C=CC=CC=4)C4C=CC=CC=4)C(C)(C)C=3C=CC=2)C=CC=CC=1.C(=O)([O-])[O-].[Cs+].[Cs+], predict the reaction product. The product is: [C:27]([O:26][C:24]([N:21]1[CH2:20][CH2:19][CH:18]([C:15]2[CH:16]=[N:17][C:12]([NH:11][C:2]3[C:3](=[O:10])[N:4]([CH3:9])[N:5]=[C:6]([Cl:8])[CH:7]=3)=[CH:13][CH:14]=2)[CH2:23][CH2:22]1)=[O:25])([CH3:30])([CH3:28])[CH3:29]. (6) The product is: [C:20]([O:19][C:17](=[O:18])[CH2:16][O:12][CH2:11][CH2:10][CH2:9][CH2:8][O:7][CH:2]1[CH2:3][CH2:4][CH2:5][CH2:6][O:1]1)([CH3:23])([CH3:22])[CH3:21]. Given the reactants [O:1]1[CH2:6][CH2:5][CH2:4][CH2:3][CH:2]1[O:7][CH2:8][CH2:9][CH2:10][CH2:11][OH:12].[OH-].[K+].Br[CH2:16][C:17]([O:19][C:20]([CH3:23])([CH3:22])[CH3:21])=[O:18], predict the reaction product. (7) Given the reactants [C:1]([C:3]1[N:4]=[C:5]([C:16]([NH:18][C:19]2[CH:20]=[CH:21][C:22]([CH:33]3[CH2:38][C:37]([CH3:40])([CH3:39])[O:36][C:35]([CH3:48])([C:41](OCCCC)=[O:42])[CH2:34]3)=[N:23][C:24]=2[C:25]2[CH2:30][CH2:29][C:28]([CH3:32])([CH3:31])[CH2:27][CH:26]=2)=[O:17])[N:6]([CH2:8][O:9][CH2:10][CH2:11][Si:12]([CH3:15])([CH3:14])[CH3:13])[CH:7]=1)#[N:2].CC(C[AlH]CC(C)C)C, predict the reaction product. The product is: [C:1]([C:3]1[N:4]=[C:5]([C:16]([NH:18][C:19]2[C:24]([C:25]3[CH2:30][CH2:29][C:28]([CH3:32])([CH3:31])[CH2:27][CH:26]=3)=[N:23][C:22]([CH:33]3[CH2:38][C:37]([CH3:40])([CH3:39])[O:36][C:35]([CH2:41][OH:42])([CH3:48])[CH2:34]3)=[CH:21][CH:20]=2)=[O:17])[N:6]([CH2:8][O:9][CH2:10][CH2:11][Si:12]([CH3:13])([CH3:14])[CH3:15])[CH:7]=1)#[N:2]. (8) Given the reactants CO[C:3]1([O:14]C)[C:12]2[C:7](=[CH:8][CH:9]=[CH:10][CH:11]=2)[C:6](=[O:13])[CH:5]=[CH:4]1.[C:16]1([CH3:34])[CH:21]=[CH:20][C:19]([S:22]([N:25]2[C:33]3[C:28](=[CH:29][CH:30]=[CH:31][CH:32]=3)[CH:27]=[CH:26]2)(=[O:24])=[O:23])=[CH:18][CH:17]=1, predict the reaction product. The product is: [OH:14][C:3]1([C:26]2[N:25]([S:22]([C:19]3[CH:20]=[CH:21][C:16]([CH3:34])=[CH:17][CH:18]=3)(=[O:24])=[O:23])[C:33]3[C:28]([CH:27]=2)=[CH:29][CH:30]=[CH:31][CH:32]=3)[C:12]2[C:7](=[CH:8][CH:9]=[CH:10][CH:11]=2)[C:6](=[O:13])[CH:5]=[CH:4]1.